From a dataset of Full USPTO retrosynthesis dataset with 1.9M reactions from patents (1976-2016). Predict the reactants needed to synthesize the given product. (1) Given the product [NH2:19][C:16]1[N:15]=[CH:14][N:13]=[C:12]2[C:17]=1[N:18]=[C:10]([S:9][C:4]1[CH:3]=[C:2]([Cl:1])[CH:7]=[C:6]([Cl:8])[CH:5]=1)[N:11]2[CH:35]([CH2:36][CH3:44])[CH2:43][CH2:42][CH2:41][CH2:37][CH2:38][N:46]1[C:44](=[O:45])[C:36]2[C:37](=[CH:41][CH:42]=[CH:43][CH:35]=2)[C:38]1=[O:39], predict the reactants needed to synthesize it. The reactants are: [Cl:1][C:2]1[CH:3]=[C:4]([S:9][C:10]2[NH:11][C:12]3[C:17]([N:18]=2)=[C:16]([NH2:19])[N:15]=[CH:14][N:13]=3)[CH:5]=[C:6]([Cl:8])[CH:7]=1.C([O-])([O-])=O.[Cs+].[Cs+].BrCCCCCCCC[C:35]1[CH:43]=[CH:42][CH:41]=[C:37]([C:38](N)=[O:39])[C:36]=1[C:44]([NH2:46])=[O:45]. (2) Given the product [OH:14][N:13]=[CH:7][C:6]1[CH:1]=[CH:2][C:3]2[O:11][CH2:10][O:9][C:4]=2[CH:5]=1, predict the reactants needed to synthesize it. The reactants are: [CH:1]1[C:6]([CH:7]=O)=[CH:5][C:4]2[O:9][CH2:10][O:11][C:3]=2[CH:2]=1.Cl.[NH2:13][OH:14].O. (3) Given the product [Cl:3][C:11]([C:15]1[CH:20]=[CH:19][CH:18]=[CH:17][CH:16]=1)=[C:12]([CH3:13])[CH:9]=[O:10], predict the reactants needed to synthesize it. The reactants are: O=P(Cl)(Cl)[Cl:3].CN([CH:9]=[O:10])C.[C:11]([C:15]1[CH:20]=[CH:19][CH:18]=[CH:17][CH:16]=1)(=O)[CH2:12][CH3:13].C([O-])(=O)C.[Na+]. (4) Given the product [CH:28]1([C:21]2[N:20]=[C:19]([NH:18][C:15]3[CH:14]=[CH:13][C:12]([C:7]4([C:5]([OH:6])=[O:4])[CH2:11][CH2:10][CH2:9][CH2:8]4)=[CH:17][CH:16]=3)[C:24]3[CH2:25][CH2:26][CH2:27][C:23]=3[N:22]=2)[CH2:29][CH2:30][CH2:31][CH2:32]1, predict the reactants needed to synthesize it. The reactants are: [OH-].[Na+].C[O:4][C:5]([C:7]1([C:12]2[CH:17]=[CH:16][C:15]([NH:18][C:19]3[C:24]4[CH2:25][CH2:26][CH2:27][C:23]=4[N:22]=[C:21]([CH:28]4[CH2:32][CH2:31][CH2:30][CH2:29]4)[N:20]=3)=[CH:14][CH:13]=2)[CH2:11][CH2:10][CH2:9][CH2:8]1)=[O:6].